This data is from NCI-60 drug combinations with 297,098 pairs across 59 cell lines. The task is: Regression. Given two drug SMILES strings and cell line genomic features, predict the synergy score measuring deviation from expected non-interaction effect. Drug 1: C1CC(=O)NC(=O)C1N2CC3=C(C2=O)C=CC=C3N. Drug 2: CC12CCC3C(C1CCC2OP(=O)(O)O)CCC4=C3C=CC(=C4)OC(=O)N(CCCl)CCCl.[Na+]. Cell line: SR. Synergy scores: CSS=14.6, Synergy_ZIP=-5.63, Synergy_Bliss=-9.04, Synergy_Loewe=-4.46, Synergy_HSA=-4.18.